Dataset: Forward reaction prediction with 1.9M reactions from USPTO patents (1976-2016). Task: Predict the product of the given reaction. (1) Given the reactants [CH3:1][C:2]([O:5][C:6]([NH:8][CH2:9][CH:10]1[CH2:16][CH2:15][C:13](=O)[CH2:12][CH2:11]1)=[O:7])([CH3:4])[CH3:3].CCN(S(F)(F)[F:23])CC, predict the reaction product. The product is: [C:2]([O:5][C:6](=[O:7])[NH:8][CH2:9][CH:10]1[CH2:16][CH2:15][C:13]([F:23])=[CH:12][CH2:11]1)([CH3:4])([CH3:3])[CH3:1]. (2) Given the reactants [CH3:1][C:2]1([CH3:12])[CH2:6][C:5]2[CH:7]=[CH:8][CH:9]=[C:10]([OH:11])[C:4]=2[O:3]1.N1C=CC=CC=1.[S:19](O[S:19]([C:22]([F:25])([F:24])[F:23])(=[O:21])=[O:20])([C:22]([F:25])([F:24])[F:23])(=[O:21])=[O:20], predict the reaction product. The product is: [F:23][C:22]([F:25])([F:24])[S:19]([O:11][C:10]1[C:4]2[O:3][C:2]([CH3:12])([CH3:1])[CH2:6][C:5]=2[CH:7]=[CH:8][CH:9]=1)(=[O:21])=[O:20].